This data is from Ames mutagenicity test results for genotoxicity prediction. The task is: Regression/Classification. Given a drug SMILES string, predict its toxicity properties. Task type varies by dataset: regression for continuous values (e.g., LD50, hERG inhibition percentage) or binary classification for toxic/non-toxic outcomes (e.g., AMES mutagenicity, cardiotoxicity, hepatotoxicity). Dataset: ames. (1) The compound is O=C(CC(O)(CC(=O)OCCBr)C(=O)OCCBr)OCCBr. The result is 1 (mutagenic). (2) The compound is Cn1c(N)nc2c3cccnc3ccc21. The result is 1 (mutagenic). (3) The drug is Cc1cc(Nc2ccc(O)cc2)ccc1N. The result is 1 (mutagenic). (4) The molecule is OC1c2ccc3nc4ccc5ccccc5c4cc3c2C2OC2C1O. The result is 1 (mutagenic). (5) The compound is CC(=O)c1cccn1[N+](=O)[O-]. The result is 1 (mutagenic). (6) The drug is C[C@@H](S)C(=O)NCC(=O)O. The result is 0 (non-mutagenic). (7) The molecule is O/N=C/c1ccncc1. The result is 0 (non-mutagenic). (8) The drug is Cc1ccc2ccc3cc4ccccc4cc3c2c1. The result is 1 (mutagenic). (9) The compound is Nc1ccc2c(c1)Cc1cc(N)ccc1-2. The result is 1 (mutagenic).